Dataset: Ames mutagenicity test results for genotoxicity prediction. Task: Regression/Classification. Given a drug SMILES string, predict its toxicity properties. Task type varies by dataset: regression for continuous values (e.g., LD50, hERG inhibition percentage) or binary classification for toxic/non-toxic outcomes (e.g., AMES mutagenicity, cardiotoxicity, hepatotoxicity). Dataset: ames. The molecule is CCNc1cccc(O)c1. The result is 1 (mutagenic).